Dataset: Full USPTO retrosynthesis dataset with 1.9M reactions from patents (1976-2016). Task: Predict the reactants needed to synthesize the given product. (1) Given the product [CH:3]1([CH2:1][CH2:2][C:10]2[CH:17]=[CH:16][CH:15]=[C:12]([CH:13]=[CH2:14])[CH:11]=2)[CH2:8][CH2:7][CH2:6][CH2:5][CH2:4]1, predict the reactants needed to synthesize it. The reactants are: [CH:1]([CH:3]1[CH2:8][CH2:7][CH2:6][CH2:5][CH2:4]1)=[CH2:2].Br[C:10]1[CH:11]=[C:12]([CH:15]=[CH:16][CH:17]=1)[CH:13]=[CH2:14]. (2) Given the product [CH3:15][C@H:12]1[N:11]([C:16]([C:18]2[CH:23]=[C:22]([CH3:24])[CH:21]=[CH:20][C:19]=2[N:25]2[N:26]=[CH:27][CH:28]=[N:29]2)=[O:17])[CH2:10][CH2:9][NH:8][CH2:14][CH2:13]1, predict the reactants needed to synthesize it. The reactants are: C([N:8]1[CH2:14][CH2:13][C@@H:12]([CH3:15])[N:11]([C:16]([C:18]2[CH:23]=[C:22]([CH3:24])[CH:21]=[CH:20][C:19]=2[N:25]2[N:29]=[CH:28][CH:27]=[N:26]2)=[O:17])[CH2:10][CH2:9]1)C1C=CC=CC=1.OCC1(OC[C@@H](O)[C@@H](O)[C@H]1O)O. (3) Given the product [Br:10][C:5]1[CH:6]=[CH:7][CH:8]=[CH:9][C:4]=1[C:23]1([OH:29])[C:22]2[CH:21]=[CH:20][CH:19]=[CH:18][C:17]=2[C:16]2[C:24]1=[CH:12][CH:13]=[CH:14][CH:15]=2, predict the reactants needed to synthesize it. The reactants are: II.Br[C:4]1[CH:9]=[CH:8][CH:7]=[CH:6][C:5]=1[Br:10].[Mg].[C:12]1(=O)[C:24]2[C:16]([C:17]3[C:22]([CH:23]=2)=[CH:21][CH:20]=[CH:19][CH:18]=3)=[CH:15][CH:14]=[CH:13]1.C1C[O:29]CC1.